Dataset: Reaction yield outcomes from USPTO patents with 853,638 reactions. Task: Predict the reaction yield, written as a fraction of the theoretical maximum amount of product (1.0 means a 100% yield; for example, 0.34 means a 34% yield). (1) The reactants are [OH:1][CH:2]([C:4]1[CH:12]=[CH:11][C:7]([C:8]([O-:10])=[O:9])=[CH:6][CH:5]=1)[CH3:3].[C:13]1(P(C2C=CC=CC=2)C2C=CC=CC=2)C=CC=CC=1.[C:32]1([CH3:39])[C:37](O)=[CH:36][CH:35]=[CH:34][CH:33]=1.CC(OC(/N=N/C(OC(C)C)=O)=O)C. The catalyst is O1CCCC1. The product is [C:32]1([CH3:39])[CH:37]=[CH:36][CH:35]=[CH:34][C:33]=1[O:1][CH:2]([C:4]1[CH:12]=[CH:11][C:7]([C:8]([O:10][CH3:13])=[O:9])=[CH:6][CH:5]=1)[CH3:3]. The yield is 0.330. (2) The reactants are C(=O)([O-])[O-].[K+].[K+].[CH2:7](Br)[C:8]1[CH:13]=[CH:12][CH:11]=[CH:10][CH:9]=1.[CH:15]1([C:22]([OH:24])=[O:23])[CH2:18][CH:17]([C:19]([OH:21])=[O:20])[CH2:16]1.O. The catalyst is CN(C=O)C. The product is [C@H:15]1([C:22]([O:24][CH2:7][C:8]2[CH:13]=[CH:12][CH:11]=[CH:10][CH:9]=2)=[O:23])[CH2:18][C@@H:17]([C:19]([O:21][CH2:7][C:8]2[CH:13]=[CH:12][CH:11]=[CH:10][CH:9]=2)=[O:20])[CH2:16]1.[C@H:15]1([C:22]([O:24][CH2:7][C:8]2[CH:13]=[CH:12][CH:11]=[CH:10][CH:9]=2)=[O:23])[CH2:18][C@H:17]([C:19]([O:21][CH2:7][C:8]2[CH:13]=[CH:12][CH:11]=[CH:10][CH:9]=2)=[O:20])[CH2:16]1. The yield is 0.236. (3) The reactants are C([O:3][C:4](=[O:28])/[CH:5]=[CH:6]/[C:7]1[CH:12]=[CH:11][C:10]([C:13]#[C:14][C:15]2[CH:20]=[C:19]([CH2:21][N:22]([CH:24]3[CH2:26][CH2:25]3)[CH3:23])[CH:18]=[CH:17][C:16]=2[CH3:27])=[CH:9][CH:8]=1)C.[OH-].[K+].Cl. The catalyst is C(O)C.O1CCCC1. The product is [CH:24]1([N:22]([CH2:21][C:19]2[CH:18]=[CH:17][C:16]([CH3:27])=[C:15]([C:14]#[C:13][C:10]3[CH:9]=[CH:8][C:7](/[CH:6]=[CH:5]/[C:4]([OH:28])=[O:3])=[CH:12][CH:11]=3)[CH:20]=2)[CH3:23])[CH2:25][CH2:26]1. The yield is 0.550. (4) The reactants are O.[NH2:2]N.[Cl:4][C:5]1[C:10]([Cl:11])=[CH:9][CH:8]=[CH:7][C:6]=1[CH2:12][N:13]1[C:17]2[CH:18]=[C:19]([N:29]3[CH2:34][CH2:33][O:32][CH2:31][CH2:30]3)[CH:20]=[C:21]([C:22](/[N:24]=[CH:25]/[N:26](C)C)=O)[C:16]=2[N:15]=[C:14]1[CH3:35].C([O-])(O)=O.[Na+]. The catalyst is C(O)(=O)C. The product is [Cl:4][C:5]1[C:10]([Cl:11])=[CH:9][CH:8]=[CH:7][C:6]=1[CH2:12][N:13]1[C:17]2[CH:18]=[C:19]([N:29]3[CH2:30][CH2:31][O:32][CH2:33][CH2:34]3)[CH:20]=[C:21]([C:22]3[N:24]=[CH:25][NH:26][N:2]=3)[C:16]=2[N:15]=[C:14]1[CH3:35]. The yield is 0.530. (5) The reactants are O=P12OP3(OP(OP(O3)(O1)=O)(=O)O2)=O.O=[C:16]([C:25]1[CH:30]=[CH:29][CH:28]=[CH:27][CH:26]=1)[CH2:17][NH:18][C:19](=[O:24])[CH2:20][CH2:21][C:22]#[CH:23].[OH-].[Na+]. The catalyst is O=P(Cl)(Cl)Cl. The product is [CH2:20]([C:19]1[O:24][C:16]([C:25]2[CH:30]=[CH:29][CH:28]=[CH:27][CH:26]=2)=[CH:17][N:18]=1)[CH2:21][C:22]#[CH:23]. The yield is 0.210.